From a dataset of Catalyst prediction with 721,799 reactions and 888 catalyst types from USPTO. Predict which catalyst facilitates the given reaction. (1) Reactant: [Cl:1][C:2]1[CH:24]=[CH:23][C:5]2[N:6]=[C:7]([CH2:9][CH:10]3[CH2:14][CH2:13][CH2:12][CH:11]3[NH:15]C(=O)OC(C)(C)C)[S:8][C:4]=2[CH:3]=1.Cl. Product: [Cl:1][C:2]1[CH:24]=[CH:23][C:5]2[N:6]=[C:7]([CH2:9][CH:10]3[CH2:14][CH2:13][CH2:12][CH:11]3[NH2:15])[S:8][C:4]=2[CH:3]=1. The catalyst class is: 12. (2) Reactant: C(N(CC)CC)C.[Cl:8][C:9]1[N:14]=[C:13](Cl)[CH:12]=[C:11]([CH2:16][S:17]([C:20]2[CH:25]=[CH:24][C:23]([F:26])=[CH:22][CH:21]=2)(=[O:19])=[O:18])[N:10]=1.[CH3:27][C@H:28]1[CH2:33][O:32][CH2:31][CH2:30][NH:29]1. Product: [Cl:8][C:9]1[N:10]=[C:11]([CH2:16][S:17]([C:20]2[CH:25]=[CH:24][C:23]([F:26])=[CH:22][CH:21]=2)(=[O:19])=[O:18])[CH:12]=[C:13]([N:29]2[CH2:30][CH2:31][O:32][CH2:33][C@@H:28]2[CH3:27])[N:14]=1. The catalyst class is: 2. (3) The catalyst class is: 83. Product: [Cl:1][C:2]1[C:3]([O:12][C:13]2[CH:18]=[C:17]([O:19][CH2:20][CH2:21][CH2:22][O:23][CH2:24][CH2:25][O:26][CH3:27])[CH:16]=[CH:15][C:14]=2[CH2:28][CH2:29][C:30]([NH:32][S:33]([CH2:36][CH2:37][CH2:38][CH2:39][CH3:40])(=[O:35])=[O:34])=[O:31])=[N:4][CH:5]=[C:6]([C:8]([F:10])([F:9])[F:11])[CH:7]=1. Reactant: [Cl:1][C:2]1[C:3]([O:12][C:13]2[CH:18]=[C:17]([O:19][CH2:20][CH2:21][CH2:22][O:23][CH2:24][CH2:25][O:26][CH3:27])[CH:16]=[CH:15][C:14]=2/[CH:28]=[CH:29]/[C:30]([NH:32][S:33]([CH2:36][CH2:37][CH2:38][CH2:39][CH3:40])(=[O:35])=[O:34])=[O:31])=[N:4][CH:5]=[C:6]([C:8]([F:11])([F:10])[F:9])[CH:7]=1. (4) Reactant: [CH3:1][O:2][C:3]([CH2:5][CH2:6][CH2:7][CH2:8][C:9]1[CH:17]=[CH:16][C:12]([C:13]([OH:15])=O)=[CH:11][C:10]=1[CH3:18])=[O:4].[CH3:19][N:20]1[C:29]2[NH:28][C:27]3[CH:30]=[CH:31][CH:32]=[CH:33][C:26]=3[NH:25][CH2:24][C:23]=2[CH:22]=[N:21]1.C(N(CC)CC)C. Product: [CH3:1][O:2][C:3](=[O:4])[CH2:5][CH2:6][CH2:7][CH2:8][C:9]1[CH:17]=[CH:16][C:12]([C:13]([N:25]2[CH2:24][C:23]3[CH:22]=[N:21][N:20]([CH3:19])[C:29]=3[NH:28][C:27]3[CH:30]=[CH:31][CH:32]=[CH:33][C:26]2=3)=[O:15])=[CH:11][C:10]=1[CH3:18]. The catalyst class is: 166. (5) Reactant: C([O:8][C:9](=[O:36])[CH2:10][C@@H:11]([C:24]1[CH:28]=[CH:27][N:26]([C:29]2[CH:34]=[CH:33][C:32]([F:35])=[CH:31][CH:30]=2)[CH:25]=1)[C:12]([NH:14][C@H:15]([C:20](=[O:23])[NH:21][CH3:22])[C:16]([CH3:19])([CH3:18])[CH3:17])=[O:13])C1C=CC=CC=1.CC(OC)(C)C. Product: [CH3:17][C:16]([CH3:19])([CH3:18])[C@H:15]([NH:14][C:12](=[O:13])[C@H:11]([C:24]1[CH:28]=[CH:27][N:26]([C:29]2[CH:34]=[CH:33][C:32]([F:35])=[CH:31][CH:30]=2)[CH:25]=1)[CH2:10][C:9]([OH:36])=[O:8])[C:20](=[O:23])[NH:21][CH3:22]. The catalyst class is: 14. (6) Reactant: [O:1]1[CH2:6][CH2:5][O:4][C:3]2[CH:7]=[C:8]([CH:11]([O:16][CH3:17])[C:12](OC)=[O:13])[CH:9]=[CH:10][C:2]1=2.O.[NH2:19][NH2:20]. Product: [O:1]1[CH2:6][CH2:5][O:4][C:3]2[CH:7]=[C:8]([CH:11]([O:16][CH3:17])[C:12]([NH:19][NH2:20])=[O:13])[CH:9]=[CH:10][C:2]1=2. The catalyst class is: 14. (7) Reactant: [O:1]=[C:2]([CH2:11][C:12]1[CH:17]=[CH:16][CH:15]=[CH:14][CH:13]=1)[CH2:3][CH2:4][CH:5]1[NH:9][C:8](=[O:10])[CH2:7][CH2:6]1.[BH4-].[Na+]. Product: [OH:1][CH:2]([CH2:11][C:12]1[CH:13]=[CH:14][CH:15]=[CH:16][CH:17]=1)[CH2:3][CH2:4][CH:5]1[NH:9][C:8](=[O:10])[CH2:7][CH2:6]1. The catalyst class is: 14. (8) Reactant: [NH2:1][CH2:2][CH2:3][CH2:4][O:5][C:6]1[CH:7]=[C:8]([CH:37]=[CH:38][CH:39]=1)[O:9][C:10]1[CH:36]=[CH:35][C:13]([CH2:14][N:15]([CH2:28][C:29]2[CH:34]=[CH:33][CH:32]=[CH:31][CH:30]=2)[C:16]2[C:17]([CH3:27])=[C:18]([NH:22][S:23]([CH3:26])(=[O:25])=[O:24])[CH:19]=[CH:20][CH:21]=2)=[CH:12][CH:11]=1.[C:40](OC(=O)C)(=[O:42])[CH3:41]. Product: [CH2:28]([N:15]([CH2:14][C:13]1[CH:35]=[CH:36][C:10]([O:9][C:8]2[CH:7]=[C:6]([CH:39]=[CH:38][CH:37]=2)[O:5][CH2:4][CH2:3][CH2:2][NH:1][C:40](=[O:42])[CH3:41])=[CH:11][CH:12]=1)[C:16]1[CH:21]=[CH:20][CH:19]=[C:18]([NH:22][S:23]([CH3:26])(=[O:25])=[O:24])[C:17]=1[CH3:27])[C:29]1[CH:34]=[CH:33][CH:32]=[CH:31][CH:30]=1. The catalyst class is: 2. (9) Reactant: C[C:2]1(C)[O:6][C:5](=[CH:7][C:8]([N:10]([CH2:16][C:17]2[CH:22]=[CH:21][C:20]([F:23])=[CH:19][CH:18]=2)[O:11][CH2:12][CH:13]([CH3:15])[CH3:14])=[O:9])[C:4](=[O:24])[O:3]1. Product: [CH3:2][O:3][C:4](=[O:24])[C:5]([OH:6])=[CH:7][C:8](=[O:9])[N:10]([CH2:16][C:17]1[CH:18]=[CH:19][C:20]([F:23])=[CH:21][CH:22]=1)[O:11][CH2:12][CH:13]([CH3:15])[CH3:14]. The catalyst class is: 5.